This data is from Peptide-MHC class I binding affinity with 185,985 pairs from IEDB/IMGT. The task is: Regression. Given a peptide amino acid sequence and an MHC pseudo amino acid sequence, predict their binding affinity value. This is MHC class I binding data. (1) The peptide sequence is TFAAGLLLR. The MHC is HLA-A33:01 with pseudo-sequence HLA-A33:01. The binding affinity (normalized) is 0.610. (2) The peptide sequence is RPDLSLRSY. The MHC is HLA-A01:01 with pseudo-sequence HLA-A01:01. The binding affinity (normalized) is 0. (3) The peptide sequence is SLISDQLLM. The MHC is HLA-B15:01 with pseudo-sequence HLA-B15:01. The binding affinity (normalized) is 0.479.